This data is from NCI-60 drug combinations with 297,098 pairs across 59 cell lines. The task is: Regression. Given two drug SMILES strings and cell line genomic features, predict the synergy score measuring deviation from expected non-interaction effect. (1) Drug 1: CC1CCC2CC(C(=CC=CC=CC(CC(C(=O)C(C(C(=CC(C(=O)CC(OC(=O)C3CCCCN3C(=O)C(=O)C1(O2)O)C(C)CC4CCC(C(C4)OC)OCCO)C)C)O)OC)C)C)C)OC. Drug 2: C1=CN(C=N1)CC(O)(P(=O)(O)O)P(=O)(O)O. Cell line: HCT-15. Synergy scores: CSS=7.46, Synergy_ZIP=-4.92, Synergy_Bliss=-1.76, Synergy_Loewe=-1.28, Synergy_HSA=-2.22. (2) Drug 1: CCC1(C2=C(COC1=O)C(=O)N3CC4=CC5=C(C=CC(=C5CN(C)C)O)N=C4C3=C2)O.Cl. Drug 2: C(CCl)NC(=O)N(CCCl)N=O. Cell line: HS 578T. Synergy scores: CSS=8.58, Synergy_ZIP=-2.63, Synergy_Bliss=-0.336, Synergy_Loewe=-0.179, Synergy_HSA=0.0442.